This data is from Forward reaction prediction with 1.9M reactions from USPTO patents (1976-2016). The task is: Predict the product of the given reaction. Given the reactants [CH3:1][O:2][C:3]1[CH:4]=[C:5]([CH:12]=[CH:13][CH:14]=1)[CH2:6][N:7]1[CH:11]=[CH:10][N:9]=[CH:8]1.CCN(CC)CC.ClC(Cl)(Cl)[C:24](Cl)=[O:25].[CH:29]([N:32]1[CH2:37][CH2:36][CH:35]([NH2:38])[CH2:34][CH2:33]1)([CH3:31])[CH3:30], predict the reaction product. The product is: [CH:29]([N:32]1[CH2:37][CH2:36][CH:35]([NH:38][C:24]([C:8]2[N:7]([CH2:6][C:5]3[CH:12]=[CH:13][CH:14]=[C:3]([O:2][CH3:1])[CH:4]=3)[CH:11]=[CH:10][N:9]=2)=[O:25])[CH2:34][CH2:33]1)([CH3:31])[CH3:30].